Dataset: NCI-60 drug combinations with 297,098 pairs across 59 cell lines. Task: Regression. Given two drug SMILES strings and cell line genomic features, predict the synergy score measuring deviation from expected non-interaction effect. (1) Drug 1: CCC1(CC2CC(C3=C(CCN(C2)C1)C4=CC=CC=C4N3)(C5=C(C=C6C(=C5)C78CCN9C7C(C=CC9)(C(C(C8N6C=O)(C(=O)OC)O)OC(=O)C)CC)OC)C(=O)OC)O.OS(=O)(=O)O. Drug 2: C1=NNC2=C1C(=O)NC=N2. Cell line: M14. Synergy scores: CSS=2.74, Synergy_ZIP=0.385, Synergy_Bliss=1.48, Synergy_Loewe=-7.44, Synergy_HSA=-1.54. (2) Drug 1: C1=CC(=CC=C1CCC2=CNC3=C2C(=O)NC(=N3)N)C(=O)NC(CCC(=O)O)C(=O)O. Drug 2: C1CC(C1)(C(=O)O)C(=O)O.[NH2-].[NH2-].[Pt+2]. Cell line: LOX IMVI. Synergy scores: CSS=49.2, Synergy_ZIP=-6.49, Synergy_Bliss=-6.25, Synergy_Loewe=-5.61, Synergy_HSA=-2.17. (3) Drug 1: C#CCC(CC1=CN=C2C(=N1)C(=NC(=N2)N)N)C3=CC=C(C=C3)C(=O)NC(CCC(=O)O)C(=O)O. Drug 2: CS(=O)(=O)OCCCCOS(=O)(=O)C. Cell line: SR. Synergy scores: CSS=59.8, Synergy_ZIP=3.12, Synergy_Bliss=1.68, Synergy_Loewe=0.577, Synergy_HSA=0.867. (4) Drug 1: CS(=O)(=O)C1=CC(=C(C=C1)C(=O)NC2=CC(=C(C=C2)Cl)C3=CC=CC=N3)Cl. Drug 2: C(CCl)NC(=O)N(CCCl)N=O. Cell line: A498. Synergy scores: CSS=6.46, Synergy_ZIP=-0.859, Synergy_Bliss=3.14, Synergy_Loewe=0.114, Synergy_HSA=2.04. (5) Drug 1: CC(C1=C(C=CC(=C1Cl)F)Cl)OC2=C(N=CC(=C2)C3=CN(N=C3)C4CCNCC4)N. Drug 2: CN(CC1=CN=C2C(=N1)C(=NC(=N2)N)N)C3=CC=C(C=C3)C(=O)NC(CCC(=O)O)C(=O)O. Cell line: PC-3. Synergy scores: CSS=47.0, Synergy_ZIP=-0.0113, Synergy_Bliss=-1.10, Synergy_Loewe=-11.2, Synergy_HSA=0.689. (6) Cell line: UACC-257. Drug 1: CC1=CC2C(CCC3(C2CCC3(C(=O)C)OC(=O)C)C)C4(C1=CC(=O)CC4)C. Drug 2: CC1C(C(=O)NC(C(=O)N2CCCC2C(=O)N(CC(=O)N(C(C(=O)O1)C(C)C)C)C)C(C)C)NC(=O)C3=C4C(=C(C=C3)C)OC5=C(C(=O)C(=C(C5=N4)C(=O)NC6C(OC(=O)C(N(C(=O)CN(C(=O)C7CCCN7C(=O)C(NC6=O)C(C)C)C)C)C(C)C)C)N)C. Synergy scores: CSS=-2.07, Synergy_ZIP=1.48, Synergy_Bliss=5.36, Synergy_Loewe=3.89, Synergy_HSA=2.68. (7) Drug 1: C1CCC(C1)C(CC#N)N2C=C(C=N2)C3=C4C=CNC4=NC=N3. Drug 2: COC1=NC(=NC2=C1N=CN2C3C(C(C(O3)CO)O)O)N. Cell line: CCRF-CEM. Synergy scores: CSS=54.6, Synergy_ZIP=-0.540, Synergy_Bliss=-2.08, Synergy_Loewe=-15.3, Synergy_HSA=-2.60. (8) Drug 1: CC1=C2C(C(=O)C3(C(CC4C(C3C(C(C2(C)C)(CC1OC(=O)C(C(C5=CC=CC=C5)NC(=O)C6=CC=CC=C6)O)O)OC(=O)C7=CC=CC=C7)(CO4)OC(=O)C)O)C)OC(=O)C. Drug 2: CCC1(CC2CC(C3=C(CCN(C2)C1)C4=CC=CC=C4N3)(C5=C(C=C6C(=C5)C78CCN9C7C(C=CC9)(C(C(C8N6C)(C(=O)OC)O)OC(=O)C)CC)OC)C(=O)OC)O.OS(=O)(=O)O. Cell line: EKVX. Synergy scores: CSS=0.980, Synergy_ZIP=1.64, Synergy_Bliss=-0.421, Synergy_Loewe=-0.352, Synergy_HSA=-2.31. (9) Drug 1: CN(C)N=NC1=C(NC=N1)C(=O)N. Drug 2: CS(=O)(=O)OCCCCOS(=O)(=O)C. Cell line: EKVX. Synergy scores: CSS=-3.53, Synergy_ZIP=2.16, Synergy_Bliss=-0.383, Synergy_Loewe=-2.34, Synergy_HSA=-3.63. (10) Drug 1: C1=NC(=NC(=O)N1C2C(C(C(O2)CO)O)O)N. Drug 2: CC1CCC2CC(C(=CC=CC=CC(CC(C(=O)C(C(C(=CC(C(=O)CC(OC(=O)C3CCCCN3C(=O)C(=O)C1(O2)O)C(C)CC4CCC(C(C4)OC)OCCO)C)C)O)OC)C)C)C)OC. Cell line: PC-3. Synergy scores: CSS=12.1, Synergy_ZIP=-4.02, Synergy_Bliss=0.643, Synergy_Loewe=0.0825, Synergy_HSA=0.401.